Dataset: Experimentally validated miRNA-target interactions with 360,000+ pairs, plus equal number of negative samples. Task: Binary Classification. Given a miRNA mature sequence and a target amino acid sequence, predict their likelihood of interaction. The miRNA is hsa-miR-548x-3p with sequence UAAAAACUGCAAUUACUUUC. The protein sequence of the target gene is MFSRAGVAGLSAWTLQPQWIQVRNMATLKDITRRLKSIKNIQKITKSMKMVAAAKYARAERELKPARIYGLGSLALYEKADIKGPEDKKKHLLIGVSSDRGLCGAIHSSIAKQMKSEVATLTAAGKEVMLVGIGDKIRGILYRTHSDQFLVAFKEVGRKPPTFGDASVIALELLNSGYEFDEGSIIFNKFRSVISYKTEEKPIFSLNTVASADSMSIYDDIDADVLQNYQEYNLANIIYYSLKESTTSEQSARMTAMDNASKNASEMIDKLTLTFNRTRQAVITKELIEIISGAAALD. Result: 0 (no interaction).